From a dataset of NCI-60 drug combinations with 297,098 pairs across 59 cell lines. Regression. Given two drug SMILES strings and cell line genomic features, predict the synergy score measuring deviation from expected non-interaction effect. (1) Drug 1: CC1C(C(CC(O1)OC2CC(CC3=C2C(=C4C(=C3O)C(=O)C5=C(C4=O)C(=CC=C5)OC)O)(C(=O)CO)O)N)O.Cl. Drug 2: CCC1=CC2CC(C3=C(CN(C2)C1)C4=CC=CC=C4N3)(C5=C(C=C6C(=C5)C78CCN9C7C(C=CC9)(C(C(C8N6C)(C(=O)OC)O)OC(=O)C)CC)OC)C(=O)OC.C(C(C(=O)O)O)(C(=O)O)O. Cell line: CAKI-1. Synergy scores: CSS=35.3, Synergy_ZIP=-5.26, Synergy_Bliss=-1.56, Synergy_Loewe=-2.84, Synergy_HSA=-2.53. (2) Drug 1: CC=C1C(=O)NC(C(=O)OC2CC(=O)NC(C(=O)NC(CSSCCC=C2)C(=O)N1)C(C)C)C(C)C. Drug 2: C1=CC=C(C=C1)NC(=O)CCCCCCC(=O)NO. Cell line: SF-268. Synergy scores: CSS=61.4, Synergy_ZIP=0.613, Synergy_Bliss=-0.540, Synergy_Loewe=-37.8, Synergy_HSA=-2.19. (3) Drug 1: C1=CC(=CC=C1CCC2=CNC3=C2C(=O)NC(=N3)N)C(=O)NC(CCC(=O)O)C(=O)O. Drug 2: C1=CC=C(C=C1)NC(=O)CCCCCCC(=O)NO. Cell line: M14. Synergy scores: CSS=29.6, Synergy_ZIP=1.49, Synergy_Bliss=2.72, Synergy_Loewe=-3.38, Synergy_HSA=3.03. (4) Drug 1: COC1=C(C=C2C(=C1)N=CN=C2NC3=CC(=C(C=C3)F)Cl)OCCCN4CCOCC4. Drug 2: CN(CCCl)CCCl.Cl. Cell line: COLO 205. Synergy scores: CSS=37.0, Synergy_ZIP=-0.268, Synergy_Bliss=1.20, Synergy_Loewe=-2.79, Synergy_HSA=1.20. (5) Drug 1: CC1=C(C=C(C=C1)NC2=NC=CC(=N2)N(C)C3=CC4=NN(C(=C4C=C3)C)C)S(=O)(=O)N.Cl. Drug 2: CC1C(C(CC(O1)OC2CC(CC3=C2C(=C4C(=C3O)C(=O)C5=C(C4=O)C(=CC=C5)OC)O)(C(=O)C)O)N)O.Cl. Cell line: NCI-H226. Synergy scores: CSS=20.6, Synergy_ZIP=0.796, Synergy_Bliss=7.18, Synergy_Loewe=6.56, Synergy_HSA=7.54. (6) Drug 2: C1=NC(=NC(=O)N1C2C(C(C(O2)CO)O)O)N. Drug 1: C1C(C(OC1N2C=NC3=C(N=C(N=C32)Cl)N)CO)O. Cell line: LOX IMVI. Synergy scores: CSS=14.9, Synergy_ZIP=-13.1, Synergy_Bliss=-15.8, Synergy_Loewe=-16.2, Synergy_HSA=-12.7. (7) Drug 1: CS(=O)(=O)C1=CC(=C(C=C1)C(=O)NC2=CC(=C(C=C2)Cl)C3=CC=CC=N3)Cl. Drug 2: C1=CC(=CC=C1C#N)C(C2=CC=C(C=C2)C#N)N3C=NC=N3. Cell line: HOP-92. Synergy scores: CSS=11.5, Synergy_ZIP=-1.05, Synergy_Bliss=2.35, Synergy_Loewe=-7.91, Synergy_HSA=2.71. (8) Cell line: LOX IMVI. Drug 1: C1=CC=C(C(=C1)C(C2=CC=C(C=C2)Cl)C(Cl)Cl)Cl. Drug 2: C1=NC2=C(N1)C(=S)N=CN2. Synergy scores: CSS=31.7, Synergy_ZIP=1.20, Synergy_Bliss=1.84, Synergy_Loewe=-48.6, Synergy_HSA=0.111. (9) Drug 2: C1=NC(=NC(=O)N1C2C(C(C(O2)CO)O)O)N. Drug 1: CC(C)(C#N)C1=CC(=CC(=C1)CN2C=NC=N2)C(C)(C)C#N. Synergy scores: CSS=17.4, Synergy_ZIP=-6.07, Synergy_Bliss=-1.26, Synergy_Loewe=-6.63, Synergy_HSA=-5.95. Cell line: OVCAR-4.